This data is from Forward reaction prediction with 1.9M reactions from USPTO patents (1976-2016). The task is: Predict the product of the given reaction. (1) Given the reactants [SH:1][C:2]1[NH:11][C:10](=[O:12])[C:9]2[C:4](=[CH:5][CH:6]=[CH:7][CH:8]=2)[N:3]=1.C(=O)([O-])[O-].[K+].[K+].Br[CH2:20][CH2:21][CH2:22][C:23]([O:25]C(C)(C)C)=[O:24], predict the reaction product. The product is: [O:12]=[C:10]1[C:9]2[C:4](=[CH:5][CH:6]=[CH:7][CH:8]=2)[N:3]=[C:2]([S:1][CH2:20][CH2:21][CH2:22][C:23]([OH:25])=[O:24])[NH:11]1. (2) Given the reactants [NH2:1][C:2]1[CH:3]=[N:4][N:5]([CH3:22])[C:6]=1[NH:7][CH2:8][CH:9]1[CH2:14][CH2:13][N:12](C(OC(C)(C)C)=O)[CH2:11][CH2:10]1.C(OC([NH:30][C:31]1[S:35][C:34]([C:36]2[C:41]([F:42])=[CH:40][CH:39]=[CH:38][C:37]=2[F:43])=[N:33][C:32]=1[C:44](O)=[O:45])=O)(C)(C)C.CN(C(ON1N=NC2C=CC=NC1=2)=[N+](C)C)C.F[P-](F)(F)(F)(F)F, predict the reaction product. The product is: [NH2:30][C:31]1[S:35][C:34]([C:36]2[C:41]([F:42])=[CH:40][CH:39]=[CH:38][C:37]=2[F:43])=[N:33][C:32]=1[C:44]([NH:1][C:2]1[CH:3]=[N:4][N:5]([CH3:22])[C:6]=1[NH:7][CH2:8][CH:9]1[CH2:10][CH2:11][NH:12][CH2:13][CH2:14]1)=[O:45]. (3) Given the reactants [C:1]([O:4][CH2:5][C:6]1[CH:11]=[CH:10][CH:9]=[C:8]([CH2:12][O:13][C:14](=[O:16])[CH3:15])[CH:7]=1)(=[O:3])[CH3:2].C([O-])(=O)C.[Na+].[Br:22]Br.S([O-])([O-])=O.[Na+].[Na+], predict the reaction product. The product is: [C:1]([O:4][CH2:5][C:6]1[CH:7]=[C:8]([CH2:12][O:13][C:14](=[O:16])[CH3:15])[CH:9]=[CH:10][C:11]=1[Br:22])(=[O:3])[CH3:2]. (4) The product is: [CH2:29]([O:33][C:34](=[O:40])[CH2:35][CH2:36][C:37]([NH:2][C@H:3]([CH2:15][C:16]1[CH:17]=[CH:18][C:19]([C:22]2[CH:27]=[CH:26][CH:25]=[C:24]([Cl:28])[CH:23]=2)=[CH:20][CH:21]=1)[CH2:4][C:5]([O:7][CH2:8][C:9]1[CH:10]=[CH:11][CH:12]=[CH:13][CH:14]=1)=[O:6])=[O:38])[CH2:30][CH2:31][CH3:32]. Given the reactants Cl.[NH2:2][C@H:3]([CH2:15][C:16]1[CH:21]=[CH:20][C:19]([C:22]2[CH:27]=[CH:26][CH:25]=[C:24]([Cl:28])[CH:23]=2)=[CH:18][CH:17]=1)[CH2:4][C:5]([O:7][CH2:8][C:9]1[CH:14]=[CH:13][CH:12]=[CH:11][CH:10]=1)=[O:6].[CH2:29]([O:33][C:34](=[O:40])[CH2:35][CH2:36][C:37](O)=[O:38])[CH2:30][CH2:31][CH3:32].CCN=C=NCCCN(C)C.Cl.CCN(C(C)C)C(C)C.C1C=NC2N(O)N=NC=2C=1, predict the reaction product. (5) Given the reactants [C:1]1(=[O:11])[NH:5][C:4](=[O:6])[C:3]2=[CH:7][CH:8]=[CH:9][CH:10]=[C:2]12.[C:12]1(P([C:12]2[CH:17]=[CH:16][CH:15]=[CH:14][CH:13]=2)[C:12]2[CH:17]=[CH:16][CH:15]=[CH:14][CH:13]=2)[CH:17]=[CH:16][CH:15]=[CH:14][CH:13]=1.N(C(OCC)=O)=NC(OCC)=O.C1(C)C=CC=CC=1.C1(O)CCCCC=1, predict the reaction product. The product is: [CH:17]1([N:5]2[C:1](=[O:11])[C:2]3[C:3](=[CH:7][CH:8]=[CH:9][CH:10]=3)[C:4]2=[O:6])[CH2:16][CH2:15][CH2:14][CH:13]=[CH:12]1.